From a dataset of Full USPTO retrosynthesis dataset with 1.9M reactions from patents (1976-2016). Predict the reactants needed to synthesize the given product. (1) Given the product [CH3:1][O:2][C:3]([C:5]1[C:6]([OH:26])=[C:7]2[C:12](=[CH:13][N:14]=1)[N:11]([CH2:15][C:16]1[CH:21]=[CH:20][C:19]([C:22]#[N:23])=[CH:18][CH:17]=1)[C:10](=[O:24])[C:9]([C:27]1[CH:32]=[CH:31][CH:30]=[CH:29][CH:28]=1)=[CH:8]2)=[O:4], predict the reactants needed to synthesize it. The reactants are: [CH3:1][O:2][C:3]([C:5]1[C:6]([OH:26])=[C:7]2[C:12](=[CH:13][N:14]=1)[N:11]([CH2:15][C:16]1[CH:21]=[CH:20][C:19]([C:22]#[N:23])=[CH:18][CH:17]=1)[C:10](=[O:24])[C:9](Br)=[CH:8]2)=[O:4].[C:27]1([Sn](CCCC)(CCCC)CCCC)[CH:32]=[CH:31][CH:30]=[CH:29][CH:28]=1.CCOC(C)=O.Cl. (2) Given the product [Cl:41][C:23]1[C:24]([NH:26][C:27]2[CH:32]=[CH:31][C:30]([N:33]3[CH2:34][CH2:35][O:36][CH2:37][CH2:38]3)=[CH:29][C:28]=2[O:39][CH3:40])=[N:25][C:20]([NH:1][C:2]2[CH:18]=[CH:17][C:5]3[CH2:6][CH2:7][N:8]([CH2:11][C:12]([N:14]([CH3:15])[CH3:16])=[O:13])[CH2:9][CH2:10][C:4]=3[CH:3]=2)=[N:21][CH:22]=1, predict the reactants needed to synthesize it. The reactants are: [NH2:1][C:2]1[CH:18]=[CH:17][C:5]2[CH2:6][CH2:7][N:8]([CH2:11][C:12]([N:14]([CH3:16])[CH3:15])=[O:13])[CH2:9][CH2:10][C:4]=2[CH:3]=1.Cl[C:20]1[N:25]=[C:24]([NH:26][C:27]2[CH:32]=[CH:31][C:30]([N:33]3[CH2:38][CH2:37][O:36][CH2:35][CH2:34]3)=[CH:29][C:28]=2[O:39][CH3:40])[C:23]([Cl:41])=[CH:22][N:21]=1. (3) The reactants are: [F:1][C:2]1[CH:7]=[CH:6][C:5]([F:8])=[CH:4][C:3]=1[C:9]1[CH2:13][N:12]([C:14]([NH:16][CH:17]2[CH2:22][CH2:21][N:20](C(OC(C)(C)C)=O)[CH2:19][CH2:18]2)=[O:15])[C@H:11]([C:30]2[CH:35]=[CH:34][CH:33]=[CH:32][CH:31]=2)[CH:10]=1.[H-].[Na+].[CH3:38]I. Given the product [F:1][C:2]1[CH:7]=[CH:6][C:5]([F:8])=[CH:4][C:3]=1[C:9]1[CH2:13][N:12]([C:14]([N:16]([CH3:38])[CH:17]2[CH2:18][CH2:19][NH:20][CH2:21][CH2:22]2)=[O:15])[C@H:11]([C:30]2[CH:31]=[CH:32][CH:33]=[CH:34][CH:35]=2)[CH:10]=1, predict the reactants needed to synthesize it. (4) The reactants are: S(Cl)(Cl)=O.[C:5]([O:9][C:10]([N:12]1[CH2:17][CH2:16][C@@H:15]([CH2:18][CH2:19][C:20]([C:22]2[C:31]3[C:26](=[CH:27][CH:28]=[C:29]([O:32][CH3:33])[CH:30]=3)[N:25]=[CH:24][C:23]=2[F:34])=[O:21])[C@@H:14]([C:35]([OH:37])=[O:36])[CH2:13]1)=[O:11])([CH3:8])([CH3:7])[CH3:6].[CH:38](N(CC)C(C)C)(C)C. Given the product [C:5]([O:9][C:10]([N:12]1[CH2:17][CH2:16][C@@H:15]([CH2:18][CH2:19][C:20]([C:22]2[C:31]3[C:26](=[CH:27][CH:28]=[C:29]([O:32][CH3:33])[CH:30]=3)[N:25]=[CH:24][C:23]=2[F:34])=[O:21])[C@@H:14]([C:35]([O:37][CH3:38])=[O:36])[CH2:13]1)=[O:11])([CH3:8])([CH3:6])[CH3:7], predict the reactants needed to synthesize it. (5) Given the product [C:1]([O:5][C:6](=[O:21])[NH:7][C@H:8]([C:10]1[CH:11]=[CH:12][C:13]([C:16](=[O:20])[CH2:17][N:18]([CH2:22][C:23]2[CH:28]=[CH:27][CH:26]=[CH:25][CH:24]=2)[CH3:19])=[CH:14][CH:15]=1)[CH3:9])([CH3:2])([CH3:4])[CH3:3], predict the reactants needed to synthesize it. The reactants are: [C:1]([O:5][C:6](=[O:21])[NH:7][C@H:8]([C:10]1[CH:15]=[CH:14][C:13]([C:16](=[O:20])[CH2:17][NH:18][CH3:19])=[CH:12][CH:11]=1)[CH3:9])([CH3:4])([CH3:3])[CH3:2].[CH:22](=O)[C:23]1[CH:28]=[CH:27][CH:26]=[CH:25][CH:24]=1.C(O[BH-](OC(=O)C)OC(=O)C)(=O)C.[Na+].C(=O)([O-])O.[Na+]. (6) Given the product [CH3:1][N:2]1[C:19](=[O:20])[C:13]([CH3:12])([CH2:24][CH:25]=[C:26]([CH3:27])[CH3:28])[C:14](=[O:15])[NH:5][C:3]1=[O:4], predict the reactants needed to synthesize it. The reactants are: [CH3:1][NH:2][C:3]([NH2:5])=[O:4].CC([O-])(C)C.[K+].[CH3:12][C:13]([CH2:24][CH:25]=[C:26]([CH3:28])[CH3:27])([C:19](OCC)=[O:20])[C:14](OCC)=[O:15].